This data is from Peptide-MHC class I binding affinity with 185,985 pairs from IEDB/IMGT. The task is: Regression. Given a peptide amino acid sequence and an MHC pseudo amino acid sequence, predict their binding affinity value. This is MHC class I binding data. (1) The peptide sequence is KLYLRPWWH. The MHC is HLA-A02:11 with pseudo-sequence HLA-A02:11. The binding affinity (normalized) is 0.0847. (2) The peptide sequence is FATCGIFAL. The MHC is HLA-A32:01 with pseudo-sequence HLA-A32:01. The binding affinity (normalized) is 0.